From a dataset of Blood-brain barrier penetration binary classification data from Martins et al.. Regression/Classification. Given a drug SMILES string, predict its absorption, distribution, metabolism, or excretion properties. Task type varies by dataset: regression for continuous measurements (e.g., permeability, clearance, half-life) or binary classification for categorical outcomes (e.g., BBB penetration, CYP inhibition). Dataset: bbb_martins. The drug is CC1NCCOC1c1ccccc1. The result is 1 (penetrates BBB).